This data is from Catalyst prediction with 721,799 reactions and 888 catalyst types from USPTO. The task is: Predict which catalyst facilitates the given reaction. (1) Reactant: [CH3:1][O:2][C:3]([C:5]1[CH:10]=[CH:9][C:8](=O)[NH:7][C:6]=1[CH:12]1[CH2:14][CH2:13]1)=[O:4].P(Cl)([Cl:24])(OC1C=CC=CC=1)=O. Product: [CH3:1][O:2][C:3](=[O:4])[C:5]1[CH:10]=[CH:9][C:8]([Cl:24])=[N:7][C:6]=1[CH:12]1[CH2:14][CH2:13]1. The catalyst class is: 662. (2) Reactant: [F:1][C:2]1[CH:3]=[C:4]([CH:7]=[CH:8][C:9]=1[F:10])[CH2:5][OH:6].[H-].[Na+].CS([C:17]1[N:22]=[C:21]([OH:23])[C:20]([C:24]2[CH:29]=[CH:28][C:27]([Cl:30])=[CH:26][CH:25]=2)=[C:19]([C:31]2[CH:36]=[CH:35][C:34]([Cl:37])=[CH:33][C:32]=2[Cl:38])[N:18]=1)(=O)=O. Product: [F:1][C:2]1[CH:3]=[C:4]([CH:7]=[CH:8][C:9]=1[F:10])[CH2:5][O:6][C:17]1[N:22]=[C:21]([OH:23])[C:20]([C:24]2[CH:29]=[CH:28][C:27]([Cl:30])=[CH:26][CH:25]=2)=[C:19]([C:31]2[CH:36]=[CH:35][C:34]([Cl:37])=[CH:33][C:32]=2[Cl:38])[N:18]=1. The catalyst class is: 3. (3) Reactant: C(OC([NH:8][C@H:9]([C:14]([N:16]([CH3:18])[CH3:17])=[O:15])[C@@H:10]([CH3:13])[O:11][CH3:12])=O)(C)(C)C.Cl.C(OCC)(=O)C. Product: [CH3:18][N:16]([CH3:17])[C:14](=[O:15])[C@H:9]([C@@H:10]([CH3:13])[O:11][CH3:12])[NH2:8]. The catalyst class is: 13. (4) Reactant: [CH2:1]([N:8]([CH2:12]OC)[CH2:9]OC)[C:2]1[CH:7]=[CH:6][CH:5]=[CH:4][CH:3]=1.[C:15]1(=[O:20])[CH2:19][CH2:18][CH2:17][CH2:16]1.C[Si](Cl)(C)C. Product: [CH2:1]([N:8]1[CH2:9][CH:19]2[C:15](=[O:20])[CH:16]([CH2:17][CH2:18]2)[CH2:12]1)[C:2]1[CH:3]=[CH:4][CH:5]=[CH:6][CH:7]=1. The catalyst class is: 10. (5) Reactant: [Br:1]N1C(=O)CCC1=O.[S:9]1[CH:13]=[CH:12][CH:11]=[C:10]1[C:14]1[S:15][CH:16]=[CH:17][CH:18]=1. Product: [Br:1][C:13]1[S:9][C:10]([C:14]2[S:15][CH:16]=[CH:17][CH:18]=2)=[CH:11][CH:12]=1. The catalyst class is: 671. (6) Reactant: [CH2:1]([NH:3][CH2:4][CH3:5])[CH3:2].[CH2:6]([O:13][C:14]1[CH:15]=[C:16]([CH:20]=[CH:21][C:22]=1[O:23][CH3:24])[C:17](Cl)=[O:18])[C:7]1[CH:12]=[CH:11][CH:10]=[CH:9][CH:8]=1. Product: [CH2:6]([O:13][C:14]1[CH:15]=[C:16]([CH:20]=[CH:21][C:22]=1[O:23][CH3:24])[C:17]([N:3]([CH2:4][CH3:5])[CH2:1][CH3:2])=[O:18])[C:7]1[CH:12]=[CH:11][CH:10]=[CH:9][CH:8]=1. The catalyst class is: 2. (7) Reactant: [CH2:1]([Zn]CC)C.FC(F)(F)C(O)=O.ICI.[F:16][C:17]([F:26])([CH2:23][CH:24]=[CH2:25])[C:18]([O:20][CH2:21][CH3:22])=[O:19]. Product: [CH:24]1([CH2:23][C:17]([F:26])([F:16])[C:18]([O:20][CH2:21][CH3:22])=[O:19])[CH2:1][CH2:25]1. The catalyst class is: 2. (8) Reactant: [O:1]=[C:2]([N:15]1[CH2:20][CH2:19][N:18]([C:21]2[CH:26]=[CH:25][C:24]([C:27]([F:30])([F:29])[F:28])=[CH:23][CH:22]=2)[CH2:17][CH2:16]1)[CH2:3][CH2:4][C@H:5]1[CH2:10][CH2:9][C@H:8]([NH:11][C:12](=O)O)[CH2:7][CH2:6]1.FC(F)(F)C(O)=O.C(=O)([O-])[O-].[K+].[K+].FC1[CH:46]=[CH:47][C:48]([N+:55]([O-:57])=[O:56])=[C:49]([C:51]([F:54])([F:53])[F:52])[CH:50]=1. Product: [N+:55]([C:48]1[CH:47]=[CH:46][C:12]([NH:11][C@H:8]2[CH2:9][CH2:10][C@H:5]([CH2:4][CH2:3][C:2]([N:15]3[CH2:20][CH2:19][N:18]([C:21]4[CH:26]=[CH:25][C:24]([C:27]([F:30])([F:29])[F:28])=[CH:23][CH:22]=4)[CH2:17][CH2:16]3)=[O:1])[CH2:6][CH2:7]2)=[CH:50][C:49]=1[C:51]([F:52])([F:53])[F:54])([O-:57])=[O:56]. The catalyst class is: 633. (9) Reactant: Br[C:2]1[C:7]([C:8]([F:11])([F:10])[F:9])=[CH:6][C:5]([NH:12][C:13]2[N:17]=[C:16]([NH2:18])[NH:15][N:14]=2)=[CH:4][C:3]=1[Cl:19].[F:20][C:21]1[CH:22]=[C:23](B(O)O)[CH:24]=[CH:25][C:26]=1[C:27](=[O:32])[NH:28][CH2:29][CH2:30][OH:31].C(=O)([O-])[O-].[Na+].[Na+].O. Product: [NH2:18][C:16]1[NH:15][N:14]=[C:13]([NH:12][C:5]2[CH:6]=[C:7]([C:8]([F:11])([F:10])[F:9])[C:2]([C:23]3[CH:24]=[CH:25][C:26]([C:27]([NH:28][CH2:29][CH2:30][OH:31])=[O:32])=[C:21]([F:20])[CH:22]=3)=[C:3]([Cl:19])[CH:4]=2)[N:17]=1. The catalyst class is: 73. (10) Reactant: [CH2:1]([O:8][C:9]1[CH:14]=[CH:13][C:12]([C:15]2[CH:20]=[CH:19][C:18]([CH3:21])=[C:17]([CH:22]=[O:23])[CH:16]=2)=[CH:11][CH:10]=1)[C:2]1[CH:7]=[CH:6][CH:5]=[CH:4][CH:3]=1.[BH4-].[Na+].CCOC(C)=O. Product: [CH2:1]([O:8][C:9]1[CH:14]=[CH:13][C:12]([C:15]2[CH:20]=[CH:19][C:18]([CH3:21])=[C:17]([CH2:22][OH:23])[CH:16]=2)=[CH:11][CH:10]=1)[C:2]1[CH:7]=[CH:6][CH:5]=[CH:4][CH:3]=1. The catalyst class is: 1.